Task: Regression. Given a peptide amino acid sequence and an MHC pseudo amino acid sequence, predict their binding affinity value. This is MHC class II binding data.. Dataset: Peptide-MHC class II binding affinity with 134,281 pairs from IEDB (1) The peptide sequence is LGTCQTLTPMMSSKF. The MHC is DRB1_1101 with pseudo-sequence DRB1_1101. The binding affinity (normalized) is 0.493. (2) The peptide sequence is LSPLTKGILGFVFTL. The MHC is DRB1_0901 with pseudo-sequence DRB1_0901. The binding affinity (normalized) is 0.569.